From a dataset of Reaction yield outcomes from USPTO patents with 853,638 reactions. Predict the reaction yield, written as a fraction of the theoretical maximum amount of product (1.0 means a 100% yield; for example, 0.34 means a 34% yield). The reactants are CC(C)CCON=O.[Br-:9].[CH2:10]([O:12][C:13]([C:15]1[S:19][C:18](N)=[N:17][C:16]=1[CH3:21])=[O:14])[CH3:11]. The catalyst is C(#N)C.C(#N)C.CCOC(C)=O. The product is [CH2:10]([O:12][C:13]([C:15]1[S:19][C:18]([Br:9])=[N:17][C:16]=1[CH3:21])=[O:14])[CH3:11]. The yield is 0.700.